From a dataset of Reaction yield outcomes from USPTO patents with 853,638 reactions. Predict the reaction yield, written as a fraction of the theoretical maximum amount of product (1.0 means a 100% yield; for example, 0.34 means a 34% yield). (1) The reactants are C1(P(C2C=CC=CC=2)C2C=CC3C(=CC=CC=3)C=2C2C3C(=CC=CC=3)C=CC=2P(C2C=CC=CC=2)C2C=CC=CC=2)C=CC=CC=1.C(=O)([O-])[O-].[Cs+].[Cs+].Br[C:54]1[CH:59]=[C:58]([CH3:60])[CH:57]=[CH:56][C:55]=1[O:61][CH3:62].[NH:63]1[CH2:68][CH2:67][NH:66][CH2:65][CH2:64]1. The catalyst is C1(C)C=CC=CC=1. The product is [CH3:62][O:61][C:55]1[CH:56]=[CH:57][C:58]([CH3:60])=[CH:59][C:54]=1[N:63]1[CH2:68][CH2:67][NH:66][CH2:65][CH2:64]1. The yield is 0.430. (2) The reactants are [NH2:1][C:2]1[C:11]([N+:12]([O-])=O)=[CH:10][CH:9]=[CH:8][C:3]=1[C:4]([O:6][CH3:7])=[O:5]. The catalyst is C(O)C.[Pd]. The product is [NH2:1][C:2]1[C:11]([NH2:12])=[CH:10][CH:9]=[CH:8][C:3]=1[C:4]([O:6][CH3:7])=[O:5]. The yield is 0.990. (3) The reactants are [H-].[Na+].[Si:3]([O:20][CH2:21][C:22]1[C:23]([N:38]2[CH2:43][C@@H:42]([CH3:44])[O:41][C@H:40]([CH3:45])[CH2:39]2)=[C:24]([F:37])[C:25](F)=[C:26]([C:28](=[N:34][OH:35])[C:29]([O:31][CH2:32][CH3:33])=[O:30])[CH:27]=1)([C:16]([CH3:19])([CH3:18])[CH3:17])([C:10]1[CH:15]=[CH:14][CH:13]=[CH:12][CH:11]=1)[C:4]1[CH:9]=[CH:8][CH:7]=[CH:6][CH:5]=1. The catalyst is CN(C=O)C. The product is [Si:3]([O:20][CH2:21][C:22]1[C:23]([N:38]2[CH2:43][C@@H:42]([CH3:44])[O:41][C@H:40]([CH3:45])[CH2:39]2)=[C:24]([F:37])[C:25]2[O:35][N:34]=[C:28]([C:29]([O:31][CH2:32][CH3:33])=[O:30])[C:26]=2[CH:27]=1)([C:16]([CH3:17])([CH3:18])[CH3:19])([C:10]1[CH:11]=[CH:12][CH:13]=[CH:14][CH:15]=1)[C:4]1[CH:9]=[CH:8][CH:7]=[CH:6][CH:5]=1. The yield is 0.604. (4) The catalyst is CN(C)C=O. The yield is 0.600. The reactants are [CH2:1]([S:3][C:4]1[CH:5]=[CH:6][C:7]([C:10]([OH:12])=O)=[N:8][CH:9]=1)[CH3:2].C1N=CN(C(N2C=NC=C2)=[O:19])C=1.CS(O)(=O)=O.[NH2:30][CH2:31][C:32]1[CH:33]=[C:34]2[C:38](=[CH:39][CH:40]=1)[C:37](=[O:41])[N:36]([CH:42]1[CH2:47][CH2:46][C:45](=[O:48])[NH:44][C:43]1=[O:49])[CH2:35]2.CCOC(C)=O. The product is [O:49]=[C:43]1[CH:42]([N:36]2[C:35](=[O:19])[C:34]3[C:38](=[CH:39][CH:40]=[C:32]([CH2:31][NH:30][C:10]([C:7]4[CH:6]=[CH:5][C:4]([S:3][CH2:1][CH3:2])=[CH:9][N:8]=4)=[O:12])[CH:33]=3)[C:37]2=[O:41])[CH2:47][CH2:46][C:45](=[O:48])[NH:44]1.